This data is from HIV replication inhibition screening data with 41,000+ compounds from the AIDS Antiviral Screen. The task is: Binary Classification. Given a drug SMILES string, predict its activity (active/inactive) in a high-throughput screening assay against a specified biological target. (1) The compound is Nc1n[n+]([O-])c2ccc(Cl)cc2[n+]1[O-]. The result is 0 (inactive). (2) The compound is COc1cc(C(O)c2ccc3c(c2)OCO3)cc(OC)c1OC. The result is 0 (inactive). (3) The molecule is Cc1ccc(NC(=O)COC(=O)c2cccc3c(=O)c4ccccc4[nH]c23)cc1. The result is 0 (inactive). (4) The compound is Cc1c(S(=O)(=O)c2ccccc2)c(N)n(CCN(C)C)c1C. The result is 0 (inactive).